From a dataset of Forward reaction prediction with 1.9M reactions from USPTO patents (1976-2016). Predict the product of the given reaction. (1) Given the reactants [O:1]=[C:2]1[CH:7]=[C:6]([O:8][CH2:9][C:10]2[CH:11]=[N:12][C:13]([C:16]([F:19])([F:18])[F:17])=[CH:14][CH:15]=2)[CH:5]=[CH:4][N:3]1[C:20]1[CH:25]=[CH:24][C:23]2[C:26]3[CH2:27][N:28](C(OC(C)(C)C)=O)[CH2:29][CH2:30][C:31]=3[O:32][C:22]=2[CH:21]=1.Cl, predict the reaction product. The product is: [CH2:27]1[C:26]2[C:23]3[CH:24]=[CH:25][C:20]([N:3]4[CH:4]=[CH:5][C:6]([O:8][CH2:9][C:10]5[CH:11]=[N:12][C:13]([C:16]([F:17])([F:18])[F:19])=[CH:14][CH:15]=5)=[CH:7][C:2]4=[O:1])=[CH:21][C:22]=3[O:32][C:31]=2[CH2:30][CH2:29][NH:28]1. (2) Given the reactants C(OC(=O)[NH:7][CH2:8][C:9]#[C:10][C:11]1[C:19]2[C:18]([Cl:20])=[N:17][C:16]([NH2:21])=[N:15][C:14]=2[N:13]([CH2:22][C:23]2[C:28]([CH3:29])=[C:27]([O:30][CH3:31])[C:26]([CH3:32])=[CH:25][N:24]=2)[CH:12]=1)(C)(C)C.C(O)(C(F)(F)F)=O, predict the reaction product. The product is: [NH2:7][CH2:8][C:9]#[C:10][C:11]1[C:19]2[C:18]([Cl:20])=[N:17][C:16]([NH2:21])=[N:15][C:14]=2[N:13]([CH2:22][C:23]2[C:28]([CH3:29])=[C:27]([O:30][CH3:31])[C:26]([CH3:32])=[CH:25][N:24]=2)[CH:12]=1. (3) Given the reactants [F:1][C:2]1[CH:7]=[CH:6][C:5]([CH:8]2[C:13]3=[N:14][NH:15][C:16](=[O:21])[C:17]4[CH:18]=[CH:19][CH:20]=[C:11]([C:12]=43)[NH:10][CH:9]2[C:22]2[CH:29]=[CH:28][C:25]([CH:26]=O)=[CH:24][CH:23]=2)=[CH:4][CH:3]=1.C(O)(=O)C.[NH:34]1[CH2:37][CH2:36][CH2:35]1.[BH-](OC(C)=O)(OC(C)=O)OC(C)=O.[Na+], predict the reaction product. The product is: [N:34]1([CH2:26][C:25]2[CH:24]=[CH:23][C:22]([CH:9]3[NH:10][C:11]4[C:12]5[C:13](=[N:14][NH:15][C:16](=[O:21])[C:17]=5[CH:18]=[CH:19][CH:20]=4)[CH:8]3[C:5]3[CH:4]=[CH:3][C:2]([F:1])=[CH:7][CH:6]=3)=[CH:29][CH:28]=2)[CH2:37][CH2:36][CH2:35]1. (4) Given the reactants [Br:1]Br.[CH:3]1[C:20]2[C:7](=[C:8]3[C:17](=[CH:18][CH:19]=2)[C:16]2[C:11](=[CH:12][CH:13]=[CH:14][CH:15]=2)[S:10](=[O:22])(=[O:21])[NH:9]3)[N:6]=[CH:5][CH:4]=1.C(Cl)(Cl)Cl, predict the reaction product. The product is: [Br:1][C:19]1[CH:18]=[C:17]2[C:8](=[C:7]3[C:20]=1[CH:3]=[CH:4][CH:5]=[N:6]3)[NH:9][S:10](=[O:21])(=[O:22])[C:11]1[C:16]2=[CH:15][CH:14]=[CH:13][CH:12]=1. (5) The product is: [CH2:1]([C:8]1[CH:13]=[CH:12][C:11]([CH2:14][CH:15]([O:21][CH2:22][CH3:23])[C:16]([O:18][CH2:19][CH3:20])=[O:17])=[CH:10][C:9]=1[O:24][CH2:43][CH2:42][C:39]1[CH:38]=[CH:37][C:36]([O:35][S:32]([CH3:31])(=[O:33])=[O:34])=[CH:41][CH:40]=1)[C:2]1[CH:3]=[CH:4][CH:5]=[CH:6][CH:7]=1. Given the reactants [CH2:1]([C:8]1[CH:13]=[CH:12][C:11]([CH2:14][CH:15]([O:21][CH2:22][CH3:23])[C:16]([O:18][CH2:19][CH3:20])=[O:17])=[CH:10][C:9]=1[OH:24])[C:2]1[CH:7]=[CH:6][CH:5]=[CH:4][CH:3]=1.C(=O)([O-])[O-].[K+].[K+].[CH3:31][S:32]([O:35][C:36]1[CH:41]=[CH:40][C:39]([CH2:42][CH2:43]CS([O-])(=O)=O)=[CH:38][CH:37]=1)(=[O:34])=[O:33], predict the reaction product. (6) Given the reactants [O:1]([C:8]1[N:13]=[CH:12][C:11]([C:14]2[C:15]([NH2:20])=[N:16][CH:17]=[CH:18][CH:19]=2)=[CH:10][CH:9]=1)[C:2]1[CH:7]=[CH:6][CH:5]=[CH:4][CH:3]=1.[H-].[Na+].Cl[CH2:24][CH2:25][S:26](Cl)(=[O:28])=[O:27].O, predict the reaction product. The product is: [O:1]([C:8]1[N:13]=[CH:12][C:11]([C:14]2[C:15]3=[N:20][S:26](=[O:28])(=[O:27])[CH2:25][CH2:24][N:16]3[CH:17]=[CH:18][CH:19]=2)=[CH:10][CH:9]=1)[C:2]1[CH:3]=[CH:4][CH:5]=[CH:6][CH:7]=1.